The task is: Predict the reaction yield, written as a fraction of the theoretical maximum amount of product (1.0 means a 100% yield; for example, 0.34 means a 34% yield).. This data is from Reaction yield outcomes from USPTO patents with 853,638 reactions. The reactants are O[C@@H:2]1[CH2:7][CH2:6][CH2:5][N:4]([C:8]([C:10]2[CH:11]=[N:12][O:13][C:14]=2[CH3:15])=[O:9])[CH2:3]1.[F:16][C:17]1[CH:22]=[CH:21][C:20]([C:23]2[NH:27][N:26]=[N:25][N:24]=2)=[CH:19][CH:18]=1. No catalyst specified. The product is [F:16][C:17]1[CH:22]=[CH:21][C:20]([C:23]2[N:24]=[N:25][N:26]([C@H:2]3[CH2:7][CH2:6][CH2:5][N:4]([C:8]([C:10]4[CH:11]=[N:12][O:13][C:14]=4[CH3:15])=[O:9])[CH2:3]3)[N:27]=2)=[CH:19][CH:18]=1. The yield is 0.130.